Regression. Given two drug SMILES strings and cell line genomic features, predict the synergy score measuring deviation from expected non-interaction effect. From a dataset of NCI-60 drug combinations with 297,098 pairs across 59 cell lines. (1) Cell line: EKVX. Drug 1: CC1C(C(CC(O1)OC2CC(OC(C2O)C)OC3=CC4=CC5=C(C(=O)C(C(C5)C(C(=O)C(C(C)O)O)OC)OC6CC(C(C(O6)C)O)OC7CC(C(C(O7)C)O)OC8CC(C(C(O8)C)O)(C)O)C(=C4C(=C3C)O)O)O)O. Synergy scores: CSS=60.0, Synergy_ZIP=-0.681, Synergy_Bliss=2.70, Synergy_Loewe=-23.4, Synergy_HSA=1.16. Drug 2: CC1=C(N=C(N=C1N)C(CC(=O)N)NCC(C(=O)N)N)C(=O)NC(C(C2=CN=CN2)OC3C(C(C(C(O3)CO)O)O)OC4C(C(C(C(O4)CO)O)OC(=O)N)O)C(=O)NC(C)C(C(C)C(=O)NC(C(C)O)C(=O)NCCC5=NC(=CS5)C6=NC(=CS6)C(=O)NCCC[S+](C)C)O. (2) Drug 1: CN(CC1=CN=C2C(=N1)C(=NC(=N2)N)N)C3=CC=C(C=C3)C(=O)NC(CCC(=O)O)C(=O)O. Drug 2: CC1=C(C=C(C=C1)C(=O)NC2=CC(=CC(=C2)C(F)(F)F)N3C=C(N=C3)C)NC4=NC=CC(=N4)C5=CN=CC=C5. Cell line: SW-620. Synergy scores: CSS=48.5, Synergy_ZIP=4.49, Synergy_Bliss=1.67, Synergy_Loewe=-34.8, Synergy_HSA=-0.647. (3) Drug 1: CC1=C2C(C(=O)C3(C(CC4C(C3C(C(C2(C)C)(CC1OC(=O)C(C(C5=CC=CC=C5)NC(=O)OC(C)(C)C)O)O)OC(=O)C6=CC=CC=C6)(CO4)OC(=O)C)O)C)O. Drug 2: C1C(C(OC1N2C=NC(=NC2=O)N)CO)O. Cell line: LOX IMVI. Synergy scores: CSS=13.8, Synergy_ZIP=-1.65, Synergy_Bliss=-5.42, Synergy_Loewe=-3.84, Synergy_HSA=-3.39. (4) Drug 1: CCCS(=O)(=O)NC1=C(C(=C(C=C1)F)C(=O)C2=CNC3=C2C=C(C=N3)C4=CC=C(C=C4)Cl)F. Drug 2: CCC(=C(C1=CC=CC=C1)C2=CC=C(C=C2)OCCN(C)C)C3=CC=CC=C3.C(C(=O)O)C(CC(=O)O)(C(=O)O)O. Cell line: CCRF-CEM. Synergy scores: CSS=0.299, Synergy_ZIP=1.46, Synergy_Bliss=0.874, Synergy_Loewe=-3.61, Synergy_HSA=-3.18. (5) Drug 1: C1CC(=O)NC(=O)C1N2CC3=C(C2=O)C=CC=C3N. Drug 2: C1=C(C(=O)NC(=O)N1)N(CCCl)CCCl. Cell line: NCIH23. Synergy scores: CSS=27.3, Synergy_ZIP=-0.0480, Synergy_Bliss=-0.445, Synergy_Loewe=-9.31, Synergy_HSA=0.569.